Dataset: NCI-60 drug combinations with 297,098 pairs across 59 cell lines. Task: Regression. Given two drug SMILES strings and cell line genomic features, predict the synergy score measuring deviation from expected non-interaction effect. (1) Drug 2: CS(=O)(=O)OCCCCOS(=O)(=O)C. Synergy scores: CSS=34.7, Synergy_ZIP=5.83, Synergy_Bliss=16.5, Synergy_Loewe=11.3, Synergy_HSA=15.1. Drug 1: COC1=C(C=C2C(=C1)N=CN=C2NC3=CC(=C(C=C3)F)Cl)OCCCN4CCOCC4. Cell line: K-562. (2) Drug 1: CCCS(=O)(=O)NC1=C(C(=C(C=C1)F)C(=O)C2=CNC3=C2C=C(C=N3)C4=CC=C(C=C4)Cl)F. Drug 2: C1=NC2=C(N1)C(=S)N=CN2. Cell line: MDA-MB-231. Synergy scores: CSS=-5.67, Synergy_ZIP=-13.3, Synergy_Bliss=-33.8, Synergy_Loewe=-63.5, Synergy_HSA=-35.3. (3) Drug 1: CC1=C2C(C(=O)C3(C(CC4C(C3C(C(C2(C)C)(CC1OC(=O)C(C(C5=CC=CC=C5)NC(=O)OC(C)(C)C)O)O)OC(=O)C6=CC=CC=C6)(CO4)OC(=O)C)O)C)O. Drug 2: C1=NNC2=C1C(=O)NC=N2. Cell line: SNB-75. Synergy scores: CSS=3.17, Synergy_ZIP=0.567, Synergy_Bliss=4.12, Synergy_Loewe=-2.12, Synergy_HSA=1.88. (4) Cell line: SNB-75. Drug 1: CC12CCC(CC1=CCC3C2CCC4(C3CC=C4C5=CN=CC=C5)C)O. Drug 2: CC(C1=C(C=CC(=C1Cl)F)Cl)OC2=C(N=CC(=C2)C3=CN(N=C3)C4CCNCC4)N. Synergy scores: CSS=2.44, Synergy_ZIP=-0.334, Synergy_Bliss=0.528, Synergy_Loewe=-1.85, Synergy_HSA=-0.821.